The task is: Binary Classification. Given a T-cell receptor sequence (or CDR3 region) and an epitope sequence, predict whether binding occurs between them.. This data is from TCR-epitope binding with 47,182 pairs between 192 epitopes and 23,139 TCRs. (1) The epitope is EILDITPCSF. The TCR CDR3 sequence is CASSQEAPGLAQKLFF. Result: 0 (the TCR does not bind to the epitope). (2) The epitope is YLDAYNMMI. The TCR CDR3 sequence is CASSPLPGTSVTPSSYNEQFF. Result: 1 (the TCR binds to the epitope). (3) The epitope is FVRATATIPI. The TCR CDR3 sequence is CATSDIDRAGETQYF. Result: 0 (the TCR does not bind to the epitope).